This data is from Forward reaction prediction with 1.9M reactions from USPTO patents (1976-2016). The task is: Predict the product of the given reaction. (1) The product is: [CH3:1][O:2][C:3]([C@@H:5]1[CH2:9][CH2:8][CH2:7][N:6]1[C:10](=[O:32])[NH:11][C:12]1[CH:13]=[CH:14][C:15]([S:18]([N:21]2[CH2:26][CH2:25][CH:24]([CH:27]=[O:28])[CH2:23][CH2:22]2)(=[O:20])=[O:19])=[CH:16][CH:17]=1)=[O:4]. Given the reactants [CH3:1][O:2][C:3]([C@@H:5]1[CH2:9][CH2:8][CH2:7][N:6]1[C:10](=[O:32])[NH:11][C:12]1[CH:17]=[CH:16][C:15]([S:18]([N:21]2[CH2:26][CH2:25][CH:24]([CH:27](OC)[O:28]C)[CH2:23][CH2:22]2)(=[O:20])=[O:19])=[CH:14][CH:13]=1)=[O:4].[I-].[Na+].ClC([SiH3])(Cl)Cl, predict the reaction product. (2) Given the reactants [CH3:1][O:2][C:3]1[CH:4]=[C:5]2[C:10](=[CH:11][CH:12]=1)[C:9](=[O:13])[N:8]([CH3:14])[C:7]([CH3:15])=[C:6]2[C:16]1[CH:21]=[CH:20][CH:19]=[CH:18][CH:17]=1.[Br:22]N1C(=O)CCC1=O, predict the reaction product. The product is: [Br:22][CH2:15][C:7]1[N:8]([CH3:14])[C:9](=[O:13])[C:10]2[C:5]([C:6]=1[C:16]1[CH:21]=[CH:20][CH:19]=[CH:18][CH:17]=1)=[CH:4][C:3]([O:2][CH3:1])=[CH:12][CH:11]=2. (3) Given the reactants [Cl:1][C:2]1[CH:3]=[C:4]([C@@H:8]2[C@@H:13]([C:14]3[CH:19]=[CH:18][C:17]([Cl:20])=[CH:16][CH:15]=3)[NH:12][C:11](=[O:21])[C@:10]([CH2:23][CH:24]([OH:27])[CH2:25][OH:26])([CH3:22])[CH2:9]2)[CH:5]=[CH:6][CH:7]=1.CO[C:30](OC)([CH3:32])[CH3:31].CC1(C)C2(CS(O)(=O)=O)C(CC1CC2)=O, predict the reaction product. The product is: [Cl:1][C:2]1[CH:3]=[C:4]([C@@H:8]2[C@@H:13]([C:14]3[CH:19]=[CH:18][C:17]([Cl:20])=[CH:16][CH:15]=3)[NH:12][C:11](=[O:21])[C@:10]([CH2:23][CH:24]3[CH2:25][O:26][C:30]([CH3:32])([CH3:31])[O:27]3)([CH3:22])[CH2:9]2)[CH:5]=[CH:6][CH:7]=1. (4) Given the reactants [CH3:1][O:2][C:3]1[C:8]2[C:9]([CH3:24])([CH3:23])[C:10]3[NH:11][C:12]4[C:17]([C:18]=3[C:19](=[O:20])[C:7]=2[CH:6]=[CH:5][CH:4]=1)=[CH:16][CH:15]=[C:14]([C:21]#[N:22])[CH:13]=4.C1(P(C2C=CC=CC=2)C2C=CC=CC=2)C=CC=CC=1.[CH3:44][C:45]1([CH3:52])[O:49][C@H:48](CO)[CH2:47][O:46]1.N(C(OCC)=O)=NC(OCC)=O, predict the reaction product. The product is: [CH3:44][C:45]1([CH3:52])[O:49][C@H:48]([CH2:1][O:2][C:3]2[C:8]3[C:9]([CH3:24])([CH3:23])[C:10]4[NH:11][C:12]5[C:17]([C:18]=4[C:19](=[O:20])[C:7]=3[CH:6]=[CH:5][CH:4]=2)=[CH:16][CH:15]=[C:14]([C:21]#[N:22])[CH:13]=5)[CH2:47][O:46]1. (5) Given the reactants [O:1]1[CH:3]([CH2:4][CH3:5])[CH2:2]1.COC1C=CC(O)=CC=1.[OH-].[K+].[C:17]([OH:22])(=[O:21])[C:18]([CH3:20])=[CH2:19], predict the reaction product. The product is: [C:17]([O:22][CH2:2][CH:3]([OH:1])[CH2:4][CH3:5])(=[O:21])[C:18]([CH3:20])=[CH2:19]. (6) The product is: [N+:1]([C:4]1[CH:5]=[C:6]([CH:7]=[CH:8][C:9]=1[N+:10]([O-:12])=[O:11])[CH2:13][N:15]1[CH2:16][CH2:17][N:18]([CH3:21])[CH2:19][CH2:20]1)([O-:3])=[O:2]. Given the reactants [N+:1]([C:4]1[CH:5]=[C:6]([C:13]([N:15]2[CH2:20][CH2:19][N:18]([CH3:21])[CH2:17][CH2:16]2)=O)[CH:7]=[CH:8][C:9]=1[N+:10]([O-:12])=[O:11])([O-:3])=[O:2].[BH4-].[Na+].B(F)(F)F.CCOCC.CO, predict the reaction product. (7) Given the reactants Br[C:2]1[CH:11]=[C:10]2[C:5]([C:6](=[O:23])[NH:7][CH:8]3[CH2:15][N:14]([C:16]([O:18][C:19]([CH3:22])([CH3:21])[CH3:20])=[O:17])[CH2:13][CH2:12][N:9]32)=[CH:4][CH:3]=1.[C:24]1(B(O)O)[CH:29]=[CH:28][CH:27]=[CH:26][CH:25]=1.C(=O)(O)[O-].[Na+], predict the reaction product. The product is: [O:23]=[C:6]1[C:5]2[C:10](=[CH:11][C:2]([C:24]3[CH:29]=[CH:28][CH:27]=[CH:26][CH:25]=3)=[CH:3][CH:4]=2)[N:9]2[CH2:12][CH2:13][N:14]([C:16]([O:18][C:19]([CH3:22])([CH3:21])[CH3:20])=[O:17])[CH2:15][CH:8]2[NH:7]1.